Dataset: Retrosynthesis with 50K atom-mapped reactions and 10 reaction types from USPTO. Task: Predict the reactants needed to synthesize the given product. (1) Given the product COC(=O)c1sc(C#CC(C)(C)C)cc1N(C(=O)[C@H]1CC[C@H](C)CC1)C1CCC(=O)CC1, predict the reactants needed to synthesize it. The reactants are: COC(=O)c1sc(C#CC(C)(C)C)cc1N(C(=O)[C@H]1CC[C@H](C)CC1)C1CCC2(CC1)OCCO2. (2) The reactants are: CC(C(=O)O)c1ccc(N2CCCC2=O)cc1.CC(C)(C)OC(=O)n1nc(C2CC2)cc1N. Given the product CC(C(=O)Nc1cc(C2CC2)nn1C(=O)OC(C)(C)C)c1ccc(N2CCCC2=O)cc1, predict the reactants needed to synthesize it.